This data is from Forward reaction prediction with 1.9M reactions from USPTO patents (1976-2016). The task is: Predict the product of the given reaction. (1) Given the reactants [Br:1][C:2]1[CH:8]=[CH:7][C:6]([N+:9]([O-:11])=[O:10])=[CH:5][C:3]=1[NH2:4].[N:12]([O-])=O.[Na+].[Sn](Cl)Cl, predict the reaction product. The product is: [Br:1][C:2]1[CH:8]=[CH:7][C:6]([N+:9]([O-:11])=[O:10])=[CH:5][C:3]=1[NH:4][NH2:12]. (2) Given the reactants [Br:1][C:2]1[CH:3]=[CH:4][C:5]([O:10][C:11]2[CH:16]=[CH:15][C:14]([Cl:17])=[C:13]([Cl:18])[CH:12]=2)=[C:6]([CH:9]=1)[CH:7]=O.[CH3:19][NH2:20].[BH4-].[Na+], predict the reaction product. The product is: [Br:1][C:2]1[CH:3]=[CH:4][C:5]([O:10][C:11]2[CH:16]=[CH:15][C:14]([Cl:17])=[C:13]([Cl:18])[CH:12]=2)=[C:6]([CH:9]=1)[CH2:7][NH:20][CH3:19]. (3) Given the reactants [Sn](Cl)Cl.[CH3:4][C:5]1[CH:10]=[CH:9][C:8]([N+:11]([O-])=O)=[CH:7][C:6]=1[C:14]1[CH:15]=[N:16][CH:17]=[CH:18][CH:19]=1, predict the reaction product. The product is: [CH3:4][C:5]1[CH:10]=[CH:9][C:8]([NH2:11])=[CH:7][C:6]=1[C:14]1[CH:15]=[N:16][CH:17]=[CH:18][CH:19]=1. (4) Given the reactants [CH3:1][O:2][C:3]1[CH:4]=[C:5]2[C:10](=[CH:11][CH:12]=1)[C:9](=[O:13])[CH2:8][CH2:7][CH2:6]2, predict the reaction product. The product is: [CH2:1]([O:2][C:3]1[CH:4]=[C:5]2[C:10](=[CH:11][CH:12]=1)[C:9](=[O:13])[CH2:8][CH2:7][CH2:6]2)[C:3]1[CH:4]=[CH:5][CH:10]=[CH:11][CH:12]=1. (5) Given the reactants Cl[S:2]([C:5]1[CH:6]=[C:7]([N+:13]([O-:15])=[O:14])[CH:8]=[C:9]([CH3:12])[C:10]=1[F:11])(=[O:4])=[O:3].[OH-].[NH4+:17], predict the reaction product. The product is: [NH2:17][S:2]([C:5]1[CH:6]=[C:7]([N+:13]([O-:15])=[O:14])[CH:8]=[C:9]([CH3:12])[C:10]=1[F:11])(=[O:4])=[O:3]. (6) Given the reactants N[C@@H:2]1[CH2:6][CH2:5][N:4]([C:7]([O:9][CH2:10][CH2:11][CH2:12][CH3:13])=[O:8])[CH2:3]1.[CH2:14]=O.S([O-])([O-])(=O)=O.[Mg+2].[C:22]([BH3-])#[N:23].[Na+], predict the reaction product. The product is: [CH3:14][N:23]([CH3:22])[C@@H:2]1[CH2:6][CH2:5][N:4]([C:7]([O:9][CH2:10][CH2:11][CH2:12][CH3:13])=[O:8])[CH2:3]1. (7) Given the reactants [Cl:1][C:2]1[CH:7]=[CH:6][C:5]([C:8]([N:14]2[C:22]3[C:17](=[C:18]([NH:23]C(=O)OC(C)(C)C)[CH:19]=[CH:20][CH:21]=3)[CH:16]=[CH:15]2)([CH2:12][CH3:13])[CH2:9][C:10]#[N:11])=[CH:4][CH:3]=1, predict the reaction product. The product is: [NH2:23][C:18]1[CH:19]=[CH:20][CH:21]=[C:22]2[C:17]=1[CH:16]=[CH:15][N:14]2[C:8]([C:5]1[CH:4]=[CH:3][C:2]([Cl:1])=[CH:7][CH:6]=1)([CH2:12][CH3:13])[CH2:9][C:10]#[N:11]. (8) Given the reactants [Cl:1][C:2]1[CH:3]=[N:4][C:5]2[N:6]([N:8]=[C:9]([C:11]([OH:13])=O)[CH:10]=2)[CH:7]=1.[CH:14]1([NH:17][C:18]([C:20]2[N:24]3[CH2:25][CH2:26][NH:27][CH:28]([CH3:29])[C:23]3=[CH:22][CH:21]=2)=[O:19])[CH2:16][CH2:15]1, predict the reaction product. The product is: [CH:14]1([NH:17][C:18]([C:20]2[N:24]3[CH2:25][CH2:26][N:27]([C:11]([C:9]4[CH:10]=[C:5]5[N:4]=[CH:3][C:2]([Cl:1])=[CH:7][N:6]5[N:8]=4)=[O:13])[CH:28]([CH3:29])[C:23]3=[CH:22][CH:21]=2)=[O:19])[CH2:15][CH2:16]1. (9) Given the reactants C([C:3]([CH2:10][CH2:11][C:12]1[CH:17]=[CH:16][CH:15]=[CH:14][CH:13]=1)([C:7](O)=O)[C:4]([OH:6])=[O:5])C.N1CCC[CH2:20][CH2:19]1.C=O, predict the reaction product. The product is: [CH2:7]=[C:3]([CH2:10][CH2:11][C:12]1[CH:13]=[CH:14][CH:15]=[CH:16][CH:17]=1)[C:4]([O:6][CH2:19][CH3:20])=[O:5]. (10) The product is: [CH3:29][C:25]1([CH3:11])[CH2:26][CH2:27][CH2:28][C:10]1=[C:9]([C:7]1[O:6][N:5]=[C:4]([CH3:1])[N:8]=1)[C:13]#[N:14]. Given the reactants [CH:1]1([C:4]2[N:8]=[C:7]([C:9]3[C:10]4[CH2:28][CH2:27][CH2:26][CH2:25][C:11]=4S[C:13]=3[NH:14]C(N3CCC[C@@H]3C(O)=O)=O)[O:6][N:5]=2)CC1.[CH3:29]C1(C)CCCC1=O.CC1N=C(CC#N)ON=1, predict the reaction product.